This data is from Full USPTO retrosynthesis dataset with 1.9M reactions from patents (1976-2016). The task is: Predict the reactants needed to synthesize the given product. (1) Given the product [F:28][C:4]1[C:5]([CH:8]2[CH2:13][C:12]([CH3:27])([S:14]([C:17]3[CH:22]=[CH:21][CH:20]=[C:19]([C:23]([F:26])([F:25])[F:24])[CH:18]=3)(=[O:16])=[O:15])[CH2:11][CH2:10][O:9]2)=[N:6][CH:7]=[C:2]([S:30]([CH3:29])(=[O:32])=[O:31])[CH:3]=1, predict the reactants needed to synthesize it. The reactants are: Br[C:2]1[CH:3]=[C:4]([F:28])[C:5]([CH:8]2[CH2:13][C:12]([CH3:27])([S:14]([C:17]3[CH:22]=[CH:21][CH:20]=[C:19]([C:23]([F:26])([F:25])[F:24])[CH:18]=3)(=[O:16])=[O:15])[CH2:11][CH2:10][O:9]2)=[N:6][CH:7]=1.[CH3:29][S:30]([O-:32])=[O:31].[Na+].[Na+].N1CCC[C@H]1C([O-])=O. (2) Given the product [F:17][C:18]1[CH:25]=[CH:24][C:21]([CH2:22][NH:23][C:13]([C:3]2[C:4](=[O:12])[NH:5][C:6]3[C:11]([C:2]=2[OH:1])=[N:10][CH:9]=[CH:8][CH:7]=3)=[O:15])=[CH:20][CH:19]=1, predict the reactants needed to synthesize it. The reactants are: [OH:1][C:2]1[C:11]2[C:6](=[CH:7][CH:8]=[CH:9][N:10]=2)[NH:5][C:4](=[O:12])[C:3]=1[C:13]([O:15]C)=O.[F:17][C:18]1[CH:25]=[CH:24][C:21]([CH2:22][NH2:23])=[CH:20][CH:19]=1. (3) The reactants are: [C:1]([N:4]1[CH2:9][CH:8]=[C:7]([C:10]2[CH:11]=[N:12][CH:13]=[C:14]([C:16]3[CH:17]=[C:18]4[C:23](=[N:24][CH:25]=3)[N:22]([C:26]([NH2:28])=[O:27])[CH2:21][CH2:20][CH2:19]4)[CH:15]=2)[CH2:6][CH2:5]1)(=[O:3])[CH3:2].C([O-])=O.[NH4+]. Given the product [C:1]([N:4]1[CH2:9][CH2:8][CH:7]([C:10]2[CH:11]=[N:12][CH:13]=[C:14]([C:16]3[CH:17]=[C:18]4[C:23](=[N:24][CH:25]=3)[N:22]([C:26]([NH2:28])=[O:27])[CH2:21][CH2:20][CH2:19]4)[CH:15]=2)[CH2:6][CH2:5]1)(=[O:3])[CH3:2], predict the reactants needed to synthesize it.